Dataset: Catalyst prediction with 721,799 reactions and 888 catalyst types from USPTO. Task: Predict which catalyst facilitates the given reaction. Reactant: [Br:1][C:2]1[CH:7]=[CH:6][C:5]([OH:8])=[C:4]([Cl:9])[CH:3]=1.[CH2:10]1N2CN3CN(C2)CN1C3.[OH2:20].S(=O)(=O)(O)O. Product: [Br:1][C:2]1[CH:3]=[C:4]([Cl:9])[C:5]([OH:8])=[C:6]([CH:7]=1)[CH:10]=[O:20]. The catalyst class is: 55.